Dataset: Reaction yield outcomes from USPTO patents with 853,638 reactions. Task: Predict the reaction yield, written as a fraction of the theoretical maximum amount of product (1.0 means a 100% yield; for example, 0.34 means a 34% yield). (1) The reactants are [ClH:1].[CH2:2]([O:4][C:5]1[C:14]([OH:15])=[C:13]2[C:8]([C:9]([CH2:16][C:17]3[CH:27]=[C:26]([O:28][CH3:29])[C:20]([O:21][CH2:22][C:23]([NH2:25])=O)=[C:19]([O:30][CH3:31])[CH:18]=3)=[CH:10][N:11]=[CH:12]2)=[CH:7][CH:6]=1)[CH3:3].N1C=CC=CC=1.FC(F)(F)C(OC(=O)C(F)(F)F)=O.Cl.CO. The catalyst is C(Cl)Cl. The product is [ClH:1].[CH2:2]([O:4][C:5]1[C:14]([OH:15])=[C:13]2[C:8]([C:9]([CH2:16][C:17]3[CH:18]=[C:19]([O:30][CH3:31])[C:20]([O:21][CH2:22][C:23]#[N:25])=[C:26]([O:28][CH3:29])[CH:27]=3)=[CH:10][N:11]=[CH:12]2)=[CH:7][CH:6]=1)[CH3:3]. The yield is 0.150. (2) The reactants are CS[C:3]1[C:4]2[CH:12]=[N:11][CH:10]=[CH:9][C:5]=2[N:6]=[CH:7][N:8]=1.[CH2:13]([NH2:20])[C:14]1[CH:19]=[CH:18][CH:17]=[CH:16][CH:15]=1. The catalyst is CCO. The product is [CH2:13]([NH:20][C:3]1[C:4]2[CH:12]=[N:11][CH:10]=[CH:9][C:5]=2[N:6]=[CH:7][N:8]=1)[C:14]1[CH:19]=[CH:18][CH:17]=[CH:16][CH:15]=1. The yield is 0.170.